This data is from Forward reaction prediction with 1.9M reactions from USPTO patents (1976-2016). The task is: Predict the product of the given reaction. Given the reactants [F:1][C:2]([F:34])([F:33])[C:3]1[CH:4]=[C:5]([CH:26]=[C:27]([C:29]([F:32])([F:31])[F:30])[CH:28]=1)[C:6]([N:8]1[CH2:25][CH2:24][C:11]2([N:15]([C:16]3[CH:21]=[CH:20][CH:19]=[CH:18][C:17]=3[Cl:22])[CH2:14][NH:13][C:12]2=[O:23])[CH2:10][CH2:9]1)=[O:7].Cl[CH2:36][CH:37]1[O:41][C:40](=[O:42])[NH:39][CH2:38]1, predict the reaction product. The product is: [F:32][C:29]([F:31])([F:30])[C:27]1[CH:26]=[C:5]([CH:4]=[C:3]([C:2]([F:1])([F:33])[F:34])[CH:28]=1)[C:6]([N:8]1[CH2:9][CH2:10][C:11]2([N:15]([C:16]3[CH:21]=[CH:20][CH:19]=[CH:18][C:17]=3[Cl:22])[CH2:14][N:13]([CH2:36][CH:37]3[O:41][C:40](=[O:42])[NH:39][CH2:38]3)[C:12]2=[O:23])[CH2:24][CH2:25]1)=[O:7].